This data is from TCR-epitope binding with 47,182 pairs between 192 epitopes and 23,139 TCRs. The task is: Binary Classification. Given a T-cell receptor sequence (or CDR3 region) and an epitope sequence, predict whether binding occurs between them. (1) The epitope is YEGNSPFHPL. The TCR CDR3 sequence is CASSERGSGNIQYF. Result: 1 (the TCR binds to the epitope). (2) The epitope is SGPLKAEIAQRLED. The TCR CDR3 sequence is CTSSIKGYNEQFF. Result: 0 (the TCR does not bind to the epitope).